Dataset: HIV replication inhibition screening data with 41,000+ compounds from the AIDS Antiviral Screen. Task: Binary Classification. Given a drug SMILES string, predict its activity (active/inactive) in a high-throughput screening assay against a specified biological target. The molecule is C=C1C2CCC3C4(C)CCCC(C)(C(=O)OC)C4CCC3(C2)C1OC(C)=O. The result is 0 (inactive).